Dataset: Forward reaction prediction with 1.9M reactions from USPTO patents (1976-2016). Task: Predict the product of the given reaction. Given the reactants [Cl:1][C:2]1[CH:7]=[CH:6][C:5]([NH2:8])=[C:4]([CH2:9][C:10]2[CH:15]=[CH:14][CH:13]=[CH:12][C:11]=2[Cl:16])[CH:3]=1.N1C=CC=CC=1.[CH3:23][O:24][C:25]1[CH:26]=[C:27]([S:31](Cl)(=[O:33])=[O:32])[CH:28]=[CH:29][CH:30]=1, predict the reaction product. The product is: [Cl:1][C:2]1[CH:7]=[CH:6][C:5]([NH:8][S:31]([C:27]2[CH:28]=[CH:29][CH:30]=[C:25]([O:24][CH3:23])[CH:26]=2)(=[O:33])=[O:32])=[C:4]([CH2:9][C:10]2[CH:15]=[CH:14][CH:13]=[CH:12][C:11]=2[Cl:16])[CH:3]=1.